This data is from Full USPTO retrosynthesis dataset with 1.9M reactions from patents (1976-2016). The task is: Predict the reactants needed to synthesize the given product. (1) The reactants are: [NH2:1][C:2]1[N:6]([CH3:7])[C:5](=[O:8])[C:4]([C:16]2[CH:21]=[CH:20][C:19]([F:22])=[C:18]([Br:23])[CH:17]=2)([C:9]2[CH:14]=[CH:13][C:12]([OH:15])=[CH:11][CH:10]=2)[N:3]=1.C(N(CC)CC)C.C1C=CC(N([S:38]([C:41]([F:44])([F:43])[F:42])(=[O:40])=[O:39])[S:38]([C:41]([F:44])([F:43])[F:42])(=[O:40])=[O:39])=CC=1.C(=O)(O)[O-].[Na+]. Given the product [F:42][C:41]([F:44])([F:43])[S:38]([O:15][C:12]1[CH:13]=[CH:14][C:9]([C:4]2([C:16]3[CH:21]=[CH:20][C:19]([F:22])=[C:18]([Br:23])[CH:17]=3)[C:5](=[O:8])[N:6]([CH3:7])[C:2]([NH2:1])=[N:3]2)=[CH:10][CH:11]=1)(=[O:40])=[O:39], predict the reactants needed to synthesize it. (2) Given the product [C:29]([O:32][C@@H:33]1[C@H:37]([O:38][C:39](=[O:41])[CH3:40])[C@@H:36]([CH2:42][O:43][C:44](=[O:46])[CH3:45])[O:35][C@H:34]1[N:47]1[C:56]2[N:55]=[CH:54][N:53]=[C:51]([NH:52][C:63]3[CH:68]=[CH:67][CH:66]=[C:65]([OH:69])[CH:64]=3)[C:50]=2[N:49]=[CH:48]1)(=[O:31])[CH3:30], predict the reactants needed to synthesize it. The reactants are: C(O[C@@H]1[C@H](OC(=O)C)[C@@H](COC(=O)C)O[C@H]1N1C2N=CN=C(O)C=2N=C1)(=O)C.[C:29]([O:32][C@@H:33]1[C@H:37]([O:38][C:39](=[O:41])[CH3:40])[C@@H:36]([CH2:42][O:43][C:44](=[O:46])[CH3:45])[O:35][C@H:34]1[N:47]1[C:56]2[C:50]([C:51](Cl)([N:53]=[CH:54][N:55]=2)[NH2:52])=[N:49][CH2:48]1)(=[O:31])[CH3:30].O=S(Cl)Cl.N[C:63]1[CH:64]=[C:65]([OH:69])[CH:66]=[CH:67][CH:68]=1.